From a dataset of M1 muscarinic receptor antagonist screen with 61,756 compounds. Binary Classification. Given a drug SMILES string, predict its activity (active/inactive) in a high-throughput screening assay against a specified biological target. The compound is O=C(N(c1c(c(ccc1)C)C)CC(=O)NCc1ccccc1)Cn1nc(nn1)c1oc(cc1)C. The result is 0 (inactive).